From a dataset of Forward reaction prediction with 1.9M reactions from USPTO patents (1976-2016). Predict the product of the given reaction. (1) Given the reactants [CH:1]1([C:4]2[CH:5]=[C:6]([CH:28]=[C:29]([O:32][CH2:33][CH3:34])[C:30]=2I)[CH2:7][N:8]2[CH2:11][C:10]3([CH2:15][C:14]([N:16]4[CH2:21][CH2:20][C:19]([CH3:27])([C:22]([O:24]CC)=[O:23])[CH2:18][CH2:17]4)=[N:13][O:12]3)[CH2:9]2)[CH2:3][CH2:2]1.[CH3:35][C:36]1[CH:41]=[CH:40][C:39](B(O)O)=[CH:38][CH:37]=1, predict the reaction product. The product is: [CH:1]1([C:4]2[CH:5]=[C:6]([CH2:7][N:8]3[CH2:11][C:10]4([CH2:15][C:14]([N:16]5[CH2:17][CH2:18][C:19]([CH3:27])([C:22]([OH:24])=[O:23])[CH2:20][CH2:21]5)=[N:13][O:12]4)[CH2:9]3)[CH:28]=[C:29]([O:32][CH2:33][CH3:34])[C:30]=2[C:39]2[CH:40]=[CH:41][C:36]([CH3:35])=[CH:37][CH:38]=2)[CH2:2][CH2:3]1. (2) Given the reactants [NH2:1][C:2]1[CH:10]=[C:9]([C:11]([F:14])([F:13])[F:12])[CH:8]=[CH:7][C:3]=1[C:4]([OH:6])=[O:5].Cl.[CH3:16]O, predict the reaction product. The product is: [NH2:1][C:2]1[CH:10]=[C:9]([C:11]([F:12])([F:13])[F:14])[CH:8]=[CH:7][C:3]=1[C:4]([O:6][CH3:16])=[O:5]. (3) Given the reactants Cl.[N:2]1[CH:7]=[CH:6][C:5]([CH2:8][NH:9][NH2:10])=[CH:4][CH:3]=1.[C:11](O)(=[O:18])/[C:12](=[C:14](\[CH:16]=O)/[Br:15])/[Br:13].Cl, predict the reaction product. The product is: [Br:13][C:12]1[C:11](=[O:18])[N:9]([CH2:8][C:5]2[CH:6]=[CH:7][N:2]=[CH:3][CH:4]=2)[N:10]=[CH:16][C:14]=1[Br:15]. (4) Given the reactants Br[C:2]1[CH:3]=[C:4]2[C:9](=[CH:10][CH:11]=1)[N:8]=[C:7]([O:12][CH3:13])[C:6]([CH2:14][C:15]1[CH:20]=[CH:19][C:18]([C:21]([F:24])([F:23])[F:22])=[CH:17][CH:16]=1)=[C:5]2[Cl:25].[Li]CCCC.[CH:31]([CH:33]1[CH2:36][N:35]([C:37]([O:39][C:40]([CH3:43])([CH3:42])[CH3:41])=[O:38])[CH2:34]1)=[O:32], predict the reaction product. The product is: [C:40]([O:39][C:37]([N:35]1[CH2:36][CH:33]([CH:31]([C:2]2[CH:3]=[C:4]3[C:9](=[CH:10][CH:11]=2)[N:8]=[C:7]([O:12][CH3:13])[C:6]([CH2:14][C:15]2[CH:16]=[CH:17][C:18]([C:21]([F:22])([F:23])[F:24])=[CH:19][CH:20]=2)=[C:5]3[Cl:25])[OH:32])[CH2:34]1)=[O:38])([CH3:43])([CH3:42])[CH3:41].